This data is from Catalyst prediction with 721,799 reactions and 888 catalyst types from USPTO. The task is: Predict which catalyst facilitates the given reaction. (1) Reactant: [CH2:1]([O:8][C:9]1[CH:18]=[C:17]2[C:12]([C:13]([O:19][C:20]3[CH:25]=[CH:24][C:23]([NH2:26])=[CH:22][CH:21]=3)=[CH:14][CH:15]=[N:16]2)=[CH:11][C:10]=1[O:27][CH3:28])[C:2]1[CH:7]=[CH:6][CH:5]=[CH:4][CH:3]=1.[F:29][C:30]([F:41])([F:40])[C:31]1[CH:36]=[CH:35][C:34]([N:37]=[C:38]=[O:39])=[CH:33][CH:32]=1. Product: [CH2:1]([O:8][C:9]1[CH:18]=[C:17]2[C:12]([C:13]([O:19][C:20]3[CH:25]=[CH:24][C:23]([NH:26][C:38]([NH:37][C:34]4[CH:33]=[CH:32][C:31]([C:30]([F:29])([F:40])[F:41])=[CH:36][CH:35]=4)=[O:39])=[CH:22][CH:21]=3)=[CH:14][CH:15]=[N:16]2)=[CH:11][C:10]=1[O:27][CH3:28])[C:2]1[CH:7]=[CH:6][CH:5]=[CH:4][CH:3]=1. The catalyst class is: 2. (2) Reactant: [CH3:1][C:2]1([CH3:20])[O:11][C:10]2[C:5](=[N:6][C:7]([CH2:12][NH:13][C:14]3[CH:19]=[CH:18][CH:17]=[CH:16][CH:15]=3)=[CH:8][CH:9]=2)[CH:4]=[CH:3]1.C(N(CC)CC)C.[CH3:28][O:29][C:30]1[CH:31]=[C:32]([CH:36]=[CH:37][C:38]=1[O:39][CH3:40])[C:33](Cl)=[O:34].C(Cl)Cl.CCOC(C)=O. Product: [CH3:1][C:2]1([CH3:20])[O:11][C:10]2[C:5](=[N:6][C:7]([CH2:12][N:13]([C:14]3[CH:19]=[CH:18][CH:17]=[CH:16][CH:15]=3)[C:33](=[O:34])[C:32]3[CH:36]=[CH:37][C:38]([O:39][CH3:40])=[C:30]([O:29][CH3:28])[CH:31]=3)=[CH:8][CH:9]=2)[CH:4]=[CH:3]1. The catalyst class is: 2. (3) Reactant: Cl[C:2]1[C:7]([C:8](=[O:42])[CH2:9][N:10]([CH2:33][C:34]2[CH:39]=[C:38]([F:40])[CH:37]=[C:36]([F:41])[CH:35]=2)[C:11]([C:13]2[CH:14]=[N:15][N:16]([C@H:22]3[CH2:27][CH2:26][C@H:25]([C:28]([O:30][CH2:31][CH3:32])=[O:29])[CH2:24][CH2:23]3)[C:17]=2[C:18]([F:21])([F:20])[F:19])=[O:12])=[C:6]([Cl:43])[CH:5]=[CH:4][N:3]=1.[N-:44]=[N+:45]=[N-:46].[Na+]. Product: [N:44]([C:2]1[C:7]([C:8](=[O:42])[CH2:9][N:10]([CH2:33][C:34]2[CH:35]=[C:36]([F:41])[CH:37]=[C:38]([F:40])[CH:39]=2)[C:11]([C:13]2[CH:14]=[N:15][N:16]([C@H:22]3[CH2:23][CH2:24][C@H:25]([C:28]([O:30][CH2:31][CH3:32])=[O:29])[CH2:26][CH2:27]3)[C:17]=2[C:18]([F:20])([F:21])[F:19])=[O:12])=[C:6]([Cl:43])[CH:5]=[CH:4][N:3]=1)=[N+:45]=[N-:46]. The catalyst class is: 3. (4) Reactant: [S:1]1[C:5]2[CH:6]=[CH:7][CH:8]=[CH:9][C:4]=2[CH:3]=[C:2]1[CH2:10]O.CS(OS(C)(=O)=O)(=O)=O.CCN(C(C)C)C(C)C.[N:30]1([C:36]2[CH:43]=[CH:42][CH:41]=[CH:40][C:37]=2[C:38]#[N:39])[CH2:35][CH2:34][NH:33][CH2:32][CH2:31]1. Product: [S:1]1[C:5]2[CH:6]=[CH:7][CH:8]=[CH:9][C:4]=2[CH:3]=[C:2]1[CH2:10][N:33]1[CH2:32][CH2:31][N:30]([C:36]2[CH:43]=[CH:42][CH:41]=[CH:40][C:37]=2[C:38]#[N:39])[CH2:35][CH2:34]1. The catalyst class is: 2. (5) Reactant: [N:1]([CH2:4][C:5]1[C:6]([Cl:12])=[N:7][CH:8]=[C:9]([F:11])[CH:10]=1)=[N+]=[N-]. Product: [Cl:12][C:6]1[C:5]([CH2:4][NH2:1])=[CH:10][C:9]([F:11])=[CH:8][N:7]=1. The catalyst class is: 553. (6) Reactant: [Cl:1][C:2]1[CH:3]=[C:4]([C:8]2[CH:16]=[CH:15][CH:14]=[C:13]3[C:9]=2[CH2:10][C:11](=[O:17])[NH:12]3)[CH:5]=[CH:6][CH:7]=1.[CH3:18][C:19]1[CH:23]=[C:22]([CH3:24])[NH:21][C:20]=1[CH:25]=O. Product: [CH3:18][C:19]1[CH:23]=[C:22]([CH3:24])[NH:21][C:20]=1[CH:25]=[C:10]1[C:9]2[C:13](=[CH:14][CH:15]=[CH:16][C:8]=2[C:4]2[CH:5]=[CH:6][CH:7]=[C:2]([Cl:1])[CH:3]=2)[NH:12][C:11]1=[O:17]. The catalyst class is: 360. (7) Reactant: [CH3:1][N:2]1[C:6]2[C:7]3[CH:8]=[CH:9][CH:10]=[CH:11][C:12]=3[O:13][C:14]3([CH2:19][CH2:18][NH:17][CH2:16][CH2:15]3)[C:5]=2[CH:4]=[N:3]1.[NH:20]1[C:24]2[CH:25]=[CH:26][CH:27]=[C:28]([C:29](O)=[O:30])[C:23]=2[N:22]=[CH:21]1.C(N(CC)CC)C.CN(C(ON1N=NC2C=CC=NC1=2)=[N+](C)C)C.F[P-](F)(F)(F)(F)F.[OH-].[Na+]. Product: [NH:20]1[C:24]2[CH:25]=[CH:26][CH:27]=[C:28]([C:29]([N:17]3[CH2:18][CH2:19][C:14]4([C:5]5[CH:4]=[N:3][N:2]([CH3:1])[C:6]=5[C:7]5[CH:8]=[CH:9][CH:10]=[CH:11][C:12]=5[O:13]4)[CH2:15][CH2:16]3)=[O:30])[C:23]=2[N:22]=[CH:21]1. The catalyst class is: 4.